Task: Predict the reactants needed to synthesize the given product.. Dataset: Full USPTO retrosynthesis dataset with 1.9M reactions from patents (1976-2016) (1) Given the product [F:1][C:2]1[CH:7]=[CH:6][C:5]([C:8]2[CH:13]=[CH:12][CH:11]=[C:10]([F:14])[CH:9]=2)=[CH:4][C:3]=1[CH2:15][NH:16][C:17]1[C:18]([CH3:31])=[C:19]([CH:27]=[CH:28][C:29]=1[CH3:30])[O:20][CH2:21][C:22]([OH:24])=[O:23], predict the reactants needed to synthesize it. The reactants are: [F:1][C:2]1[CH:7]=[CH:6][C:5]([C:8]2[CH:13]=[CH:12][CH:11]=[C:10]([F:14])[CH:9]=2)=[CH:4][C:3]=1[CH2:15][NH:16][C:17]1[C:18]([CH3:31])=[C:19]([CH:27]=[CH:28][C:29]=1[CH3:30])[O:20][CH2:21][C:22]([O:24]CC)=[O:23].[OH-].[Na+]. (2) Given the product [NH2:1][C:4]1[C:5]([NH:13][C@H:14]2[CH2:15][CH2:16][C@H:17]([CH2:20][C:21]([O:23][CH2:24][CH3:25])=[O:22])[CH2:18][CH2:19]2)=[C:6]2[S:12][CH:11]=[CH:10][C:7]2=[N:8][CH:9]=1, predict the reactants needed to synthesize it. The reactants are: [N+:1]([C:4]1[C:5]([NH:13][C@H:14]2[CH2:19][CH2:18][C@H:17]([CH2:20][C:21]([O:23][CH2:24][CH3:25])=[O:22])[CH2:16][CH2:15]2)=[C:6]2[S:12][CH:11]=[CH:10][C:7]2=[N:8][CH:9]=1)([O-])=O. (3) Given the product [CH2:9]([N:16]1[CH:20]=[C:19]([C:5]2[CH:6]=[CH:7][C:2]([Br:1])=[CH:3][CH:4]=2)[CH:18]=[N:17]1)[C:10]1[CH:15]=[CH:14][CH:13]=[CH:12][CH:11]=1, predict the reactants needed to synthesize it. The reactants are: [Br:1][C:2]1[CH:7]=[CH:6][C:5](I)=[CH:4][CH:3]=1.[CH2:9]([N:16]1[CH:20]=[C:19](B2OC(C)(C)C(C)(C)O2)[CH:18]=[N:17]1)[C:10]1[CH:15]=[CH:14][CH:13]=[CH:12][CH:11]=1.C([O-])(=O)C.[K+].C([O-])([O-])=O.[Cs+].[Cs+]. (4) Given the product [C:25]([OH:32])(=[O:31])/[CH:26]=[CH:27]/[C:28]([OH:30])=[O:29].[N+:1]([C:4]1[CH:9]=[CH:8][C:7]([C:10]2[CH:11]=[CH:12][C:13]([O:16][CH:17]3[CH:22]4[CH2:23][CH2:24][N:19]([CH2:20][CH2:21]4)[CH2:18]3)=[CH:14][CH:15]=2)=[CH:6][CH:5]=1)([O-:3])=[O:2].[N+:1]([C:4]1[CH:9]=[CH:8][C:7]([C:10]2[CH:11]=[CH:12][C:13]([O:16][CH:17]3[CH:22]4[CH2:23][CH2:24][N:19]([CH2:20][CH2:21]4)[CH2:18]3)=[CH:14][CH:15]=2)=[CH:6][CH:5]=1)([O-:3])=[O:2], predict the reactants needed to synthesize it. The reactants are: [N+:1]([C:4]1[CH:9]=[CH:8][C:7]([C:10]2[CH:15]=[CH:14][C:13]([O:16][CH:17]3[CH:22]4[CH2:23][CH2:24][N:19]([CH2:20][CH2:21]4)[CH2:18]3)=[CH:12][CH:11]=2)=[CH:6][CH:5]=1)([O-:3])=[O:2].[C:25]([OH:32])(=[O:31])/[CH:26]=[CH:27]/[C:28]([OH:30])=[O:29].